Dataset: Forward reaction prediction with 1.9M reactions from USPTO patents (1976-2016). Task: Predict the product of the given reaction. (1) Given the reactants CC(N(C)C)=O.[F:7][C:8]([F:20])([F:19])[O:9][C:10]1[CH:18]=[CH:17][CH:16]=[CH:15][C:11]=1[C:12]([Cl:14])=[O:13].[NH2:21][C@@H:22]1[CH2:27][CH2:26][C@H:25]([NH:28][C:29]2[N:38]=[C:37]([N:39]([CH2:42]C)[CH2:40]C)[C:36]3[C:31](=[CH:32][CH:33]=[CH:34][CH:35]=3)[N:30]=2)[CH2:24][CH2:23]1, predict the reaction product. The product is: [ClH:14].[CH3:40][N:39]([CH3:42])[C:37]1[C:36]2[C:31](=[CH:32][CH:33]=[CH:34][CH:35]=2)[N:30]=[C:29]([NH:28][C@@H:25]2[CH2:26][CH2:27][C@H:22]([NH:21][C:12](=[O:13])[C:11]3[CH:15]=[CH:16][CH:17]=[CH:18][C:10]=3[O:9][C:8]([F:20])([F:19])[F:7])[CH2:23][CH2:24]2)[N:38]=1. (2) Given the reactants ClC1C=CC(O)=C(C2C=NN3C=CC=NC=23)C=1.[NH2:18][C:19]1[C:23]2[CH:24]=[C:25]([C:28]3[C:29]([O:34][C:35]4[C:40]([F:41])=[CH:39][C:38]([S:42]([N:45](CC5C=CC(OC)=CC=5OC)[C:46]5[S:50][N:49]=[CH:48][N:47]=5)(=[O:44])=[O:43])=[C:37]([F:62])[CH:36]=4)=[N:30][CH:31]=[CH:32][CH:33]=3)[CH:26]=[CH:27][C:22]=2[O:21][N:20]=1, predict the reaction product. The product is: [NH2:18][C:19]1[C:23]2[CH:24]=[C:25]([C:28]3[C:29]([O:34][C:35]4[C:40]([F:41])=[CH:39][C:38]([S:42]([NH:45][C:46]5[S:50][N:49]=[CH:48][N:47]=5)(=[O:44])=[O:43])=[C:37]([F:62])[CH:36]=4)=[N:30][CH:31]=[CH:32][CH:33]=3)[CH:26]=[CH:27][C:22]=2[O:21][N:20]=1. (3) Given the reactants [CH2:1]([N:8]1[C:12]2[CH:13]=[C:14]([Cl:17])[CH:15]=[CH:16][C:11]=2[N:10]=[C:9]1[C:18]([NH:20][C:21]1[CH:22]=[C:23]2[C:27](=[CH:28][CH:29]=1)[NH:26][CH:25]=[CH:24]2)=[O:19])[C:2]1[CH:7]=[CH:6][CH:5]=[CH:4][CH:3]=1.CN(C)C=O.[H-].[Na+].[CH2:37](Br)[CH:38]=[CH2:39], predict the reaction product. The product is: [CH2:1]([N:8]1[C:12]2[CH:13]=[C:14]([Cl:17])[CH:15]=[CH:16][C:11]=2[N:10]=[C:9]1[C:18]([NH:20][C:21]1[CH:22]=[C:23]2[C:27](=[CH:28][CH:29]=1)[N:26]([CH2:39][CH:38]=[CH2:37])[CH:25]=[CH:24]2)=[O:19])[C:2]1[CH:3]=[CH:4][CH:5]=[CH:6][CH:7]=1. (4) The product is: [C:14]([C:11]1[CH:12]=[CH:13][C:8]([C:6]2[CH:7]=[C:2]([C:38]#[N:39])[CH:3]=[C:4]([CH2:16][O:17][CH2:18][C:19]3([C:32]4[CH:33]=[CH:34][CH:35]=[CH:36][CH:37]=4)[CH2:20][CH2:21][N:22]([C:25]([O:27][C:28]([CH3:30])([CH3:29])[CH3:31])=[O:26])[CH2:23][CH2:24]3)[CH:5]=2)=[CH:9][CH:10]=1)#[N:15]. Given the reactants Br[C:2]1[CH:3]=[C:4]([CH2:16][O:17][CH2:18][C:19]2([C:32]3[CH:37]=[CH:36][CH:35]=[CH:34][CH:33]=3)[CH2:24][CH2:23][N:22]([C:25]([O:27][C:28]([CH3:31])([CH3:30])[CH3:29])=[O:26])[CH2:21][CH2:20]2)[CH:5]=[C:6]([C:8]2[CH:13]=[CH:12][C:11]([C:14]#[N:15])=[CH:10][CH:9]=2)[CH:7]=1.[CH3:38][N:39](C)C=O, predict the reaction product. (5) The product is: [F:20][C:2]1([F:1])[CH2:5][N:4]([C:6]2[CH:7]=[CH:8][C:9]([C:16]([OH:18])=[O:17])=[N:10][C:11]=2[O:12][CH2:13][CH2:14][F:15])[CH2:3]1. Given the reactants [F:1][C:2]1([F:20])[CH2:5][N:4]([C:6]2[CH:7]=[CH:8][C:9]([C:16]([O:18]C)=[O:17])=[N:10][C:11]=2[O:12][CH2:13][CH2:14][F:15])[CH2:3]1.O.[OH-].[Li+], predict the reaction product.